This data is from Retrosynthesis with 50K atom-mapped reactions and 10 reaction types from USPTO. The task is: Predict the reactants needed to synthesize the given product. Given the product CCOC(=O)N1CCC(c2cn(CCc3ccsc3)c3ccccc23)CC1, predict the reactants needed to synthesize it. The reactants are: CCOC(=O)N1CCC(c2c[nH]c3ccccc23)CC1.CS(=O)(=O)OCCc1ccsc1.